This data is from Forward reaction prediction with 1.9M reactions from USPTO patents (1976-2016). The task is: Predict the product of the given reaction. (1) Given the reactants [N+:1]([O-:4])(O)=[O:2].[Br:5][C:6]1[CH:15]=[CH:14][C:13]2[C:8](=[CH:9][CH:10]=[C:11]([O:16][CH3:17])[CH:12]=2)[CH:7]=1, predict the reaction product. The product is: [Br:5][C:6]1[CH:7]=[C:8]2[C:13](=[CH:14][CH:15]=1)[C:12]([N+:1]([O-:4])=[O:2])=[C:11]([O:16][CH3:17])[CH:10]=[CH:9]2. (2) Given the reactants [CH3:1][C:2]1[N:3]([CH2:13][C:14]2[CH:19]=[CH:18][C:17]([O:20][Si:21]([CH:28]([CH3:30])[CH3:29])([CH:25]([CH3:27])[CH3:26])[CH:22]([CH3:24])[CH3:23])=[C:16]([C:31]([F:34])([F:33])[F:32])[CH:15]=2)[C:4]2[C:9]([CH:10]=1)=[C:8]([NH2:11])[CH:7]=[CH:6][C:5]=2[CH3:12].[C:35](OCC)(=[O:41])[C:36]([O:38][CH2:39][CH3:40])=[O:37], predict the reaction product. The product is: [CH3:1][C:2]1[N:3]([CH2:13][C:14]2[CH:19]=[CH:18][C:17]([O:20][Si:21]([CH:28]([CH3:30])[CH3:29])([CH:25]([CH3:27])[CH3:26])[CH:22]([CH3:23])[CH3:24])=[C:16]([C:31]([F:34])([F:33])[F:32])[CH:15]=2)[C:4]2[C:9]([CH:10]=1)=[C:8]([NH:11][C:35](=[O:41])[C:36]([O:38][CH2:39][CH3:40])=[O:37])[CH:7]=[CH:6][C:5]=2[CH3:12]. (3) Given the reactants [F:1][C:2]1[C:3]([OH:10])=[C:4]([CH:7]=[CH:8][CH:9]=1)[C:5]#[N:6].[Br:11]N1C(=O)CCC1=O, predict the reaction product. The product is: [Br:11][C:8]1[CH:9]=[C:2]([F:1])[C:3]([OH:10])=[C:4]([CH:7]=1)[C:5]#[N:6]. (4) Given the reactants [Br:1][C:2]1[CH:7]=[CH:6][C:5]([S:8](Cl)(=[O:10])=[O:9])=[CH:4][CH:3]=1.[CH:12]1[CH:17]=[CH:16][CH:15]=[CH:14][CH:13]=1.[Cl-].[Al+3].[Cl-].[Cl-], predict the reaction product. The product is: [Br:1][C:2]1[CH:7]=[CH:6][C:5]([S:8]([C:12]2[CH:17]=[CH:16][CH:15]=[CH:14][CH:13]=2)(=[O:10])=[O:9])=[CH:4][CH:3]=1. (5) Given the reactants [F:1][C:2]1[CH:3]=[C:4]2[C:8](=[CH:9][CH:10]=1)[NH:7][C:6](=[O:11])[C:5]2=O.[Cl:13][C:14]1[CH:19]=[C:18]([CH2:20][N:21]2[CH2:26][CH2:25][O:24][CH2:23][CH2:22]2)[CH:17]=[CH:16][C:15]=1[C:27](=O)[CH3:28].[OH-:30].[K+].Cl, predict the reaction product. The product is: [Cl:13][C:14]1[CH:19]=[C:18]([CH2:20][N:21]2[CH2:22][CH2:23][O:24][CH2:25][CH2:26]2)[CH:17]=[CH:16][C:15]=1[C:27]1[CH:28]=[C:5]([C:6]([OH:11])=[O:30])[C:4]2[C:8](=[CH:9][CH:10]=[C:2]([F:1])[CH:3]=2)[N:7]=1. (6) Given the reactants C[Si]([N-][Si](C)(C)C)(C)C.[Li+].[C:11]([O:15][C:16]([N:18]1[C@H:23]2[CH:24]=[CH:25][C@@H:19]1[CH2:20][CH:21]([C:26]#[N:27])[CH2:22]2)=[O:17])([CH3:14])([CH3:13])[CH3:12].[Br:28][C:29]1[CH:30]=[N:31][CH:32]=[C:33](F)[CH:34]=1.C(OCC)(=O)C.C1CCCCC1, predict the reaction product. The product is: [C:11]([O:15][C:16]([N:18]1[C@H:23]2[CH:24]=[CH:25][C@@H:19]1[CH2:20][C:21]([C:33]1[CH:32]=[N:31][CH:30]=[C:29]([Br:28])[CH:34]=1)([C:26]#[N:27])[CH2:22]2)=[O:17])([CH3:14])([CH3:12])[CH3:13]. (7) The product is: [O:1]1[CH:6]([CH2:7][N:8]2[CH2:13][CH2:12][N:11]([C:14]3[CH:19]=[CH:18][CH:17]=[CH:16][C:15]=3[CH2:20][O:21][CH3:28])[CH2:10][CH2:9]2)[CH2:5][O:4][C:3]2[CH:22]=[CH:23][CH:24]=[CH:25][C:2]1=2. Given the reactants [O:1]1[CH:6]([CH2:7][N:8]2[CH2:13][CH2:12][N:11]([C:14]3[CH:19]=[CH:18][CH:17]=[CH:16][C:15]=3[CH2:20][OH:21])[CH2:10][CH2:9]2)[CH2:5][O:4][C:3]2[CH:22]=[CH:23][CH:24]=[CH:25][C:2]1=2.[H-].[Na+].[CH3:28]I, predict the reaction product. (8) Given the reactants Cl[CH2:2][C:3]([NH:5][C:6]1[CH:11]=[C:10]([C:12]2[NH:20][C:19]3[C:14](=[N:15][CH:16]=[C:17]([Cl:21])[CH:18]=3)[C:13]=2[C:22]2[CH:27]=[CH:26][C:25]([F:28])=[CH:24][N:23]=2)[CH:9]=[CH:8][N:7]=1)=[O:4].[CH3:29][N:30]([CH3:37])[CH:31]1[CH2:36][CH2:35][NH:34][CH2:33][CH2:32]1.C(O)(C(F)(F)F)=O, predict the reaction product. The product is: [Cl:21][C:17]1[CH:18]=[C:19]2[NH:20][C:12]([C:10]3[CH:9]=[CH:8][N:7]=[C:6]([NH:5][C:3](=[O:4])[CH2:2][N:34]4[CH2:35][CH2:36][CH:31]([N:30]([CH3:37])[CH3:29])[CH2:32][CH2:33]4)[CH:11]=3)=[C:13]([C:22]3[CH:27]=[CH:26][C:25]([F:28])=[CH:24][N:23]=3)[C:14]2=[N:15][CH:16]=1. (9) Given the reactants [F:1][C:2]1[CH:7]=[CH:6][C:5]([C:8]2[CH:12]=[C:11]([NH:13]/[C:14](/[NH:26][CH2:27][CH:28]([CH3:30])[CH3:29])=[N:15]\[C:16](=[O:25])[C:17]3[CH:22]=[CH:21][CH:20]=[C:19]([S:23][CH3:24])[CH:18]=3)[NH:10][N:9]=2)=[CH:4][CH:3]=1.I(O)(=O)(=O)=[O:32], predict the reaction product. The product is: [F:1][C:2]1[CH:7]=[CH:6][C:5]([C:8]2[CH:12]=[C:11]([NH:13]/[C:14](/[NH:26][CH2:27][CH:28]([CH3:30])[CH3:29])=[N:15]\[C:16](=[O:25])[C:17]3[CH:22]=[CH:21][CH:20]=[C:19]([S:23]([CH3:24])=[O:32])[CH:18]=3)[NH:10][N:9]=2)=[CH:4][CH:3]=1.